This data is from Full USPTO retrosynthesis dataset with 1.9M reactions from patents (1976-2016). The task is: Predict the reactants needed to synthesize the given product. (1) Given the product [O:4]1[C:8]2=[C:9]([N:13]3[CH2:18][CH2:17][N:16]([CH2:19][CH2:20][C@H:21]4[CH2:26][CH2:25][C@H:24]([NH:27][C:32](=[O:33])[CH2:31][CH2:30][O:29][CH3:28])[CH2:23][CH2:22]4)[CH2:15][CH2:14]3)[N:10]=[CH:11][CH:12]=[C:7]2[CH2:6][CH2:5]1, predict the reactants needed to synthesize it. The reactants are: Cl.Cl.Cl.[O:4]1[C:8]2=[C:9]([N:13]3[CH2:18][CH2:17][N:16]([CH2:19][CH2:20][C@H:21]4[CH2:26][CH2:25][C@H:24]([NH2:27])[CH2:23][CH2:22]4)[CH2:15][CH2:14]3)[N:10]=[CH:11][CH:12]=[C:7]2[CH2:6][CH2:5]1.[CH3:28][O:29][CH2:30][CH2:31][C:32](O)=[O:33]. (2) Given the product [N+:13]([C:16]1[C:21](=[O:22])[NH:20][CH:19]=[C:18]([C:23]([NH2:4])=[O:25])[CH:17]=1)([O-:15])=[O:14], predict the reactants needed to synthesize it. The reactants are: C(C1NC=CN=1)(C1[NH:4]C=CN=1)=O.[N+:13]([C:16]1[C:21](=[O:22])[NH:20][CH:19]=[C:18]([C:23]([OH:25])=O)[CH:17]=1)([O-:15])=[O:14]. (3) Given the product [OH:18][CH2:19][C@:20]12[CH2:55][CH2:54][C@@H:53]([C:56]([CH3:58])=[CH2:57])[C@@H:21]1[C@@H:22]1[C@@:35]([CH3:38])([CH2:36][CH2:37]2)[C@@:34]2([CH3:39])[C@@H:25]([C@:26]3([CH3:52])[C@@H:31]([CH2:32][CH2:33]2)[C:30]([CH3:41])([CH3:40])[C:29]([C:42]2[CH:51]=[CH:50][C:45]([C:46]([O:48][CH3:49])=[O:47])=[CH:44][CH:43]=2)=[CH:28][CH2:27]3)[CH2:24][CH2:23]1, predict the reactants needed to synthesize it. The reactants are: [Si]([O:18][CH2:19][C@:20]12[CH2:55][CH2:54][C@@H:53]([C:56]([CH3:58])=[CH2:57])[C@@H:21]1[C@@H:22]1[C@@:35]([CH3:38])([CH2:36][CH2:37]2)[C@@:34]2([CH3:39])[C@@H:25]([C@:26]3([CH3:52])[C@@H:31]([CH2:32][CH2:33]2)[C:30]([CH3:41])([CH3:40])[C:29]([C:42]2[CH:51]=[CH:50][C:45]([C:46]([O:48][CH3:49])=[O:47])=[CH:44][CH:43]=2)=[CH:28][CH2:27]3)[CH2:24][CH2:23]1)(C(C)(C)C)(C1C=CC=CC=1)C1C=CC=CC=1.[F-].C([N+](CCCC)(CCCC)CCCC)CCC. (4) Given the product [F:2][C:3]([F:17])([F:16])[C:4]1[CH:9]=[C:8]([C:10]([F:13])([F:12])[F:11])[CH:7]=[C:6]2[C:5]=1[C:19]([CH3:18])([CH2:20][CH2:21][CH2:22][CH2:23][CH2:24][C:25]([OH:27])=[O:26])[C:28]([CH3:29])=[N:14]2, predict the reactants needed to synthesize it. The reactants are: Cl.[F:2][C:3]([F:17])([F:16])[C:4]1[CH:5]=[C:6]([NH:14]N)[CH:7]=[C:8]([C:10]([F:13])([F:12])[F:11])[CH:9]=1.[CH3:18][CH:19]([C:28](=O)[CH3:29])[CH2:20][CH2:21][CH2:22][CH2:23][CH2:24][C:25]([OH:27])=[O:26]. (5) Given the product [C:1]([C:3]1[CH:26]=[CH:25][C:6]([CH2:7][O:8][C:9]2[CH:17]=[CH:16][C:15]3[N:14]4[CH2:18][CH2:19][CH:20]([CH2:21][C:22]([OH:24])=[O:23])[C:13]4=[CH:12][C:11]=3[CH:10]=2)=[CH:5][C:4]=1[C:27]([F:29])([F:30])[F:28])(=[O:32])[NH2:2], predict the reactants needed to synthesize it. The reactants are: [C:1]([C:3]1[CH:26]=[CH:25][C:6]([CH2:7][O:8][C:9]2[CH:17]=[CH:16][C:15]3[N:14]4[CH2:18][CH2:19][CH:20]([CH2:21][C:22]([OH:24])=[O:23])[C:13]4=[CH:12][C:11]=3[CH:10]=2)=[CH:5][C:4]=1[C:27]([F:30])([F:29])[F:28])#[N:2].[Li+].[OH-:32].Cl. (6) Given the product [CH2:1]([C@H:8]1[CH2:9][N:10]([C:14]2[CH:19]=[CH:18][C:17]([O:20][CH3:21])=[C:16]([O:22][CH:23]3[CH2:27][CH2:26][CH2:25][CH2:24]3)[CH:15]=2)[CH2:11][CH2:12][N:13]1[CH3:30])[C:2]1[CH:3]=[CH:4][CH:5]=[CH:6][CH:7]=1, predict the reactants needed to synthesize it. The reactants are: [CH2:1]([C@@H:8]1[NH:13][CH2:12][CH2:11][N:10]([C:14]2[CH:19]=[CH:18][C:17]([O:20][CH3:21])=[C:16]([O:22][CH:23]3[CH2:27][CH2:26][CH2:25][CH2:24]3)[CH:15]=2)[CH2:9]1)[C:2]1[CH:7]=[CH:6][CH:5]=[CH:4][CH:3]=1.C=O.[C:30](O[BH-](OC(=O)C)OC(=O)C)(=O)C.[Na+]. (7) Given the product [Br:1][C:2]1[CH:3]=[C:4]([CH2:9][CH2:10][C:11](=[O:12])[C:13]2[S:14][C:15]([C:18]3[CH:23]=[CH:22][C:21]([C:24]([F:27])([F:25])[F:26])=[CH:20][CH:19]=3)=[CH:16][CH:17]=2)[CH:5]=[CH:6][C:7]=1[O:8][CH:29]([CH2:37][CH3:38])[C:30]([O:32][C:33]([CH3:36])([CH3:35])[CH3:34])=[O:31], predict the reactants needed to synthesize it. The reactants are: [Br:1][C:2]1[CH:3]=[C:4]([CH2:9][CH2:10][C:11]([C:13]2[S:14][C:15]([C:18]3[CH:23]=[CH:22][C:21]([C:24]([F:27])([F:26])[F:25])=[CH:20][CH:19]=3)=[CH:16][CH:17]=2)=[O:12])[CH:5]=[CH:6][C:7]=1[OH:8].Br[CH:29]([CH2:37][CH3:38])[C:30]([O:32][C:33]([CH3:36])([CH3:35])[CH3:34])=[O:31].